From a dataset of Forward reaction prediction with 1.9M reactions from USPTO patents (1976-2016). Predict the product of the given reaction. (1) Given the reactants [C:1]([OH:24])(=O)[CH2:2][CH2:3]/[CH:4]=[CH:5]\[CH2:6]/[CH:7]=[CH:8]\[CH2:9]/[CH:10]=[CH:11]\[CH2:12]/[CH:13]=[CH:14]\[CH2:15]/[CH:16]=[CH:17]\[CH2:18]/[CH:19]=[CH:20]\[CH2:21][CH3:22].CCN=C=[N:29][CH2:30][CH2:31][CH2:32]N(C)C.C1C=CC2N([OH:45])N=NC=2C=1.CCN(CC)CC, predict the reaction product. The product is: [OH:45][CH2:32][CH2:31][CH2:30][NH:29][C:1](=[O:24])[CH2:2][CH2:3]/[CH:4]=[CH:5]\[CH2:6]/[CH:7]=[CH:8]\[CH2:9]/[CH:10]=[CH:11]\[CH2:12]/[CH:13]=[CH:14]\[CH2:15]/[CH:16]=[CH:17]\[CH2:18]/[CH:19]=[CH:20]\[CH2:21][CH3:22]. (2) Given the reactants [C:1](N1C=CN=C1)(N1C=CN=C1)=[O:2].[NH2:13][C:14]1[C:19]([NH:20][CH:21]2[CH2:26][CH2:25][N:24]([C:27]([O:29][C:30]([CH3:33])([CH3:32])[CH3:31])=[O:28])[CH2:23][CH2:22]2)=[CH:18][CH:17]=[CH:16][N:15]=1, predict the reaction product. The product is: [O:2]=[C:1]1[NH:13][C:14]2=[N:15][CH:16]=[CH:17][CH:18]=[C:19]2[N:20]1[CH:21]1[CH2:22][CH2:23][N:24]([C:27]([O:29][C:30]([CH3:33])([CH3:32])[CH3:31])=[O:28])[CH2:25][CH2:26]1. (3) Given the reactants N1C=CC=CC=1.[CH3:7][O:8][C:9]1[C:18]2[CH2:17][C@@H:16]([NH:19][C:20](=[O:25])[C:21]([F:24])([F:23])[F:22])[CH2:15][CH2:14][C:13]=2[C:12]([S:26](Cl)(=[O:28])=[O:27])=[CH:11][CH:10]=1.[Cl:30][C:31]1[CH:32]=[C:33]([CH:35]=[CH:36][C:37]=1[F:38])[NH2:34], predict the reaction product. The product is: [Cl:30][C:31]1[CH:32]=[C:33]([NH:34][S:26]([C:12]2[CH:11]=[CH:10][C:9]([O:8][CH3:7])=[C:18]3[C:13]=2[CH2:14][CH2:15][C@H:16]([NH:19][C:20](=[O:25])[C:21]([F:24])([F:23])[F:22])[CH2:17]3)(=[O:28])=[O:27])[CH:35]=[CH:36][C:37]=1[F:38]. (4) Given the reactants [N:1]1[CH2:2][CH:3]=[CH:4][CH:5]=[CH:6][C:7]=1[NH2:8].Cl.C(=O)([O-])[O-].[K+].[K+].[N:16]1[CH:21]=[CH:20][C:19]([C:22](=O)[CH2:23][C:24](OCC)=[O:25])=[N:18][CH:17]=1, predict the reaction product. The product is: [N:16]1[CH:21]=[CH:20][C:19]([C:22]2[N:8]=[C:7]3[CH2:6][CH2:5][CH2:4][CH2:3][CH2:2][N:1]3[C:24](=[O:25])[CH:23]=2)=[N:18][CH:17]=1. (5) Given the reactants [NH2:1][C@@H:2]([CH2:7][C:8]1[CH:13]=[CH:12][C:11]([O:14][CH3:15])=[C:10]([O:16][CH2:17][C:18]2[CH:23]=[CH:22][CH:21]=[CH:20][CH:19]=2)[CH:9]=1)[C:3]([O:5][CH3:6])=[O:4].[C:24]([NH:31][C@H:32]([C:35](O)=[O:36])[CH2:33][OH:34])([O:26][C:27]([CH3:30])([CH3:29])[CH3:28])=[O:25].CN(C(ON1N=NC2C=CC=NC1=2)=[N+](C)C)C.F[P-](F)(F)(F)(F)F.CCN(C(C)C)C(C)C, predict the reaction product. The product is: [CH2:17]([O:16][C:10]1[CH:9]=[C:8]([CH2:7][C@H:2]([NH:1][C:33](=[O:34])[C@@H:32]([NH:31][C:24]([O:26][C:27]([CH3:29])([CH3:28])[CH3:30])=[O:25])[CH2:35][OH:36])[C:3]([O:5][CH3:6])=[O:4])[CH:13]=[CH:12][C:11]=1[O:14][CH3:15])[C:18]1[CH:19]=[CH:20][CH:21]=[CH:22][CH:23]=1. (6) Given the reactants [Cl:1][C:2]1[CH:10]=[C:9]([O:11][CH3:12])[C:8]([N+:13]([O-:15])=[O:14])=[CH:7][C:3]=1[C:4](O)=[O:5].C(Cl)(=O)C([Cl:19])=O, predict the reaction product. The product is: [Cl:1][C:2]1[CH:10]=[C:9]([O:11][CH3:12])[C:8]([N+:13]([O-:15])=[O:14])=[CH:7][C:3]=1[C:4]([Cl:19])=[O:5]. (7) Given the reactants [CH3:1][N:2]1[C:6]2[N:7]=[CH:8][N:9]([CH2:12][C:13]([F:16])([F:15])[F:14])[C:10](=[O:11])[C:5]=2[C:4]([C:17]2[CH:22]=[CH:21][CH:20]=[CH:19][N:18]=2)=[CH:3]1.[Br:23]Br, predict the reaction product. The product is: [Br:23][C:3]1[N:2]([CH3:1])[C:6]2[N:7]=[CH:8][N:9]([CH2:12][C:13]([F:15])([F:16])[F:14])[C:10](=[O:11])[C:5]=2[C:4]=1[C:17]1[CH:22]=[CH:21][CH:20]=[CH:19][N:18]=1.